This data is from Full USPTO retrosynthesis dataset with 1.9M reactions from patents (1976-2016). The task is: Predict the reactants needed to synthesize the given product. Given the product [C:1]([CH:3]([CH:9]([C:11]1[CH:16]=[CH:15][C:14]([N:17]2[CH2:18][CH2:19][N:20]([CH3:23])[CH2:21][CH2:22]2)=[CH:13][CH:12]=1)[CH3:10])[C:4]([O:6][CH3:7])=[O:5])#[N:2], predict the reactants needed to synthesize it. The reactants are: [C:1](/[C:3](=[C:9](/[C:11]1[CH:16]=[CH:15][C:14]([N:17]2[CH2:22][CH2:21][N:20]([CH3:23])[CH2:19][CH2:18]2)=[CH:13][CH:12]=1)\[CH3:10])/[C:4]([O:6][CH2:7]C)=[O:5])#[N:2].